This data is from Full USPTO retrosynthesis dataset with 1.9M reactions from patents (1976-2016). The task is: Predict the reactants needed to synthesize the given product. (1) Given the product [CH3:19][N:18]([CH3:20])[C:15]1[CH:16]=[CH:17][C:12]([NH:11][S:8]([C:4]2[CH:3]=[C:2]([C:25]3[CH:26]=[CH:27][C:22]([F:21])=[CH:23][CH:24]=3)[CH:7]=[CH:6][CH:5]=2)(=[O:10])=[O:9])=[CH:13][CH:14]=1, predict the reactants needed to synthesize it. The reactants are: Br[C:2]1[CH:3]=[C:4]([S:8]([NH:11][C:12]2[CH:17]=[CH:16][C:15]([N:18]([CH3:20])[CH3:19])=[CH:14][CH:13]=2)(=[O:10])=[O:9])[CH:5]=[CH:6][CH:7]=1.[F:21][C:22]1[CH:27]=[CH:26][C:25](B(O)O)=[CH:24][CH:23]=1.C(=O)(O)[O-].[Na+]. (2) Given the product [CH3:19][C:14]1([CH3:20])[C:15]([CH3:18])([CH3:17])[O:16][B:12]([C:2]2[CH:10]=[CH:9][CH:8]=[C:7]3[C:3]=2[CH2:4][CH2:5][C:6]3=[O:11])[O:13]1, predict the reactants needed to synthesize it. The reactants are: Br[C:2]1[CH:10]=[CH:9][CH:8]=[C:7]2[C:3]=1[CH2:4][CH2:5][C:6]2=[O:11].[B:12]1([B:12]2[O:16][C:15]([CH3:18])([CH3:17])[C:14]([CH3:20])([CH3:19])[O:13]2)[O:16][C:15]([CH3:18])([CH3:17])[C:14]([CH3:20])([CH3:19])[O:13]1.CC([O-])=O.[K+].